Dataset: Forward reaction prediction with 1.9M reactions from USPTO patents (1976-2016). Task: Predict the product of the given reaction. (1) Given the reactants [CH3:1][C:2]1[C:7]([CH3:8])=[CH:6][C:5]([CH3:9])=[CH:4][C:3]=1[OH:10].Br[CH2:12][C:13]([C:15]1[CH:20]=[CH:19][CH:18]=[C:17]([O:21][CH3:22])[CH:16]=1)=[O:14], predict the reaction product. The product is: [CH3:22][O:21][C:17]1[CH:16]=[C:15]([C:13](=[O:14])[CH2:12][O:10][C:3]2[CH:4]=[C:5]([CH3:9])[CH:6]=[C:7]([CH3:8])[C:2]=2[CH3:1])[CH:20]=[CH:19][CH:18]=1. (2) The product is: [Cl:15][C:11]1[C:12]([CH3:14])=[CH:13][C:8]2[N:7]=[C:19]([C:21]3[CH:26]=[CH:25][CH:24]=[C:23]([C:27]4[CH:32]=[N:31][CH:30]=[C:29]([CH3:33])[N:28]=4)[CH:22]=3)[CH2:18][C:17](=[O:34])[NH:16][C:9]=2[CH:10]=1. Given the reactants C(OC(=O)[NH:7][C:8]1[CH:13]=[C:12]([CH3:14])[C:11]([Cl:15])=[CH:10][C:9]=1[NH:16][C:17](=[O:34])[CH2:18][C:19]([C:21]1[CH:26]=[CH:25][CH:24]=[C:23]([C:27]2[CH:32]=[N:31][CH:30]=[C:29]([CH3:33])[N:28]=2)[CH:22]=1)=O)(C)(C)C.C(O)(C(F)(F)F)=O, predict the reaction product. (3) Given the reactants CN(C=O)C.CO[C:8](=[O:39])[N:9]=[C:10](SC)[C:11]([C:25]1[CH:26]=[C:27]([O:35][CH3:36])[C:28]2[O:33][CH2:32][O:31][CH2:30][C:29]=2[CH:34]=1)=[N:12][C:13]1[CH:18]=[CH:17][C:16]([C:19]2[N:23]=[C:22]([CH3:24])[O:21][N:20]=2)=[CH:15][CH:14]=1.Cl.[NH:41]([C:43]1[CH:51]=[CH:50][CH:49]=[CH:48][C:44]=1[C:45]([OH:47])=[O:46])[NH2:42], predict the reaction product. The product is: [CH3:36][O:35][C:27]1[C:28]2[O:33][CH2:32][O:31][CH2:30][C:29]=2[CH:34]=[C:25]([CH:11]([NH:12][C:13]2[CH:14]=[CH:15][C:16]([C:19]3[N:23]=[C:22]([CH3:24])[O:21][N:20]=3)=[CH:17][CH:18]=2)[C:10]2[NH:9][C:8](=[O:39])[N:41]([C:43]3[CH:51]=[CH:50][CH:49]=[CH:48][C:44]=3[C:45]([OH:47])=[O:46])[N:42]=2)[CH:26]=1.